Dataset: Forward reaction prediction with 1.9M reactions from USPTO patents (1976-2016). Task: Predict the product of the given reaction. Given the reactants CN(C=[N:5][S:6]([C:9]1[C:10]([C:15]2[CH:20]=[CH:19][C:18]([CH2:21][N:22]3[C:26](C=O)=[C:25]([Cl:29])[N:24]=[C:23]3[C:30]3[CH:35]=[CH:34][CH:33]=[CH:32][CH:31]=3)=[CH:17][CH:16]=2)=[CH:11][CH:12]=[CH:13][CH:14]=1)(=[O:8])=[O:7])C.Cl.C(O)C, predict the reaction product. The product is: [Cl:29][C:25]1[N:24]=[C:23]([C:30]2[CH:31]=[CH:32][CH:33]=[CH:34][CH:35]=2)[N:22]([CH2:21][C:18]2[CH:17]=[CH:16][C:15]([C:10]3[C:9]([S:6]([NH2:5])(=[O:7])=[O:8])=[CH:14][CH:13]=[CH:12][CH:11]=3)=[CH:20][CH:19]=2)[CH:26]=1.